Dataset: Peptide-MHC class I binding affinity with 185,985 pairs from IEDB/IMGT. Task: Regression. Given a peptide amino acid sequence and an MHC pseudo amino acid sequence, predict their binding affinity value. This is MHC class I binding data. (1) The peptide sequence is WTTYMDTFFR. The MHC is H-2-Dd with pseudo-sequence H-2-Dd. The binding affinity (normalized) is 0. (2) The peptide sequence is RGPRLGVRA. The MHC is Mamu-A01 with pseudo-sequence Mamu-A01. The binding affinity (normalized) is 0. (3) The peptide sequence is IVRQRVIPV. The MHC is HLA-B07:02 with pseudo-sequence HLA-B07:02. The binding affinity (normalized) is 0.322. (4) The peptide sequence is QLYESRLLR. The MHC is HLA-A03:01 with pseudo-sequence HLA-A03:01. The binding affinity (normalized) is 0.476. (5) The peptide sequence is LLLLVAHYAI. The MHC is HLA-A02:01 with pseudo-sequence HLA-A02:01. The binding affinity (normalized) is 0.576.